This data is from Full USPTO retrosynthesis dataset with 1.9M reactions from patents (1976-2016). The task is: Predict the reactants needed to synthesize the given product. (1) Given the product [CH3:1][C:2]1([CH3:15])[CH2:7][O:6][C:5]2[CH:8]=[CH:9][C:10]([NH2:12])=[CH:11][C:4]=2[NH:3]1, predict the reactants needed to synthesize it. The reactants are: [CH3:1][C:2]12[CH2:15][N:3]1[C:4]1[CH:11]=[C:10]([N+:12]([O-])=O)[CH:9]=[CH:8][C:5]=1[O:6][CH2:7]2.O. (2) Given the product [CH:14]1([C@H:2]([NH:20][C:21]2[CH:22]=[CH:23][C:24]([C:27]([NH:29][CH2:30][CH2:31][C:32]([OH:34])=[O:33])=[O:28])=[CH:25][CH:26]=2)[C:3]2[O:4][C:5]3[CH:12]=[CH:11][C:10]([CH3:13])=[CH:9][C:6]=3[C:7]=2[CH3:8])[CH2:19][CH2:18][CH2:17][CH2:16][CH2:15]1, predict the reactants needed to synthesize it. The reactants are: Cl[CH:2]([CH:14]1[CH2:19][CH2:18][CH2:17][CH2:16][CH2:15]1)[C:3]1[O:4][C:5]2[CH:12]=[CH:11][C:10]([CH3:13])=[CH:9][C:6]=2[C:7]=1[CH3:8].[NH2:20][C:21]1[CH:26]=[CH:25][C:24]([C:27]([NH:29][CH2:30][CH2:31][C:32]([O:34]CC)=[O:33])=[O:28])=[CH:23][CH:22]=1.[I-].[Na+].C(=O)([O-])[O-].[Na+].[Na+].Cl. (3) Given the product [C:33]([CH:31]1[CH2:32][N:29]([C:21](=[O:23])[C:20]([OH:26])([CH3:25])[C:19]#[C:18][C:14]2[C:15]([F:17])=[CH:16][C:11]3[O:10][CH2:9][CH2:8][N:7]4[CH:27]=[C:4]([C:1]([NH2:2])=[O:3])[N:5]=[C:6]4[C:12]=3[CH:13]=2)[CH2:30]1)#[N:34], predict the reactants needed to synthesize it. The reactants are: [C:1]([C:4]1[N:5]=[C:6]2[C:12]3[CH:13]=[C:14]([C:18]#[C:19][C:20]([OH:26])([CH3:25])[C:21]([O:23]C)=O)[C:15]([F:17])=[CH:16][C:11]=3[O:10][CH2:9][CH2:8][N:7]2[CH:27]=1)(=[O:3])[NH2:2].Cl.[NH:29]1[CH2:32][CH:31]([C:33]#[N:34])[CH2:30]1.C(N(CC)CC)C. (4) Given the product [CH3:32][C:27]1[CH:28]=[C:29]([CH3:31])[CH:30]=[C:25]([CH3:24])[C:26]=1[NH:33][C:34]([NH:1][C:2]1[C:3]([C:12]([NH:14][C:15]2([C:20]([O:22][CH3:23])=[O:21])[CH2:19][CH2:18][CH2:17][CH2:16]2)=[O:13])=[CH:4][C:5]2[C:10]([CH:11]=1)=[CH:9][CH:8]=[CH:7][CH:6]=2)=[O:35], predict the reactants needed to synthesize it. The reactants are: [NH2:1][C:2]1[C:3]([C:12]([NH:14][C:15]2([C:20]([O:22][CH3:23])=[O:21])[CH2:19][CH2:18][CH2:17][CH2:16]2)=[O:13])=[CH:4][C:5]2[C:10]([CH:11]=1)=[CH:9][CH:8]=[CH:7][CH:6]=2.[CH3:24][C:25]1[CH:30]=[C:29]([CH3:31])[CH:28]=[C:27]([CH3:32])[C:26]=1[N:33]=[C:34]=[O:35]. (5) Given the product [NH2:1][C:2]1[C:11]2[N:10]=[CH:9][C:8]([CH2:12][CH2:13][C:14]3[CH:19]=[CH:18][C:17]([O:20][CH3:21])=[CH:16][C:15]=3[CH3:22])=[CH:7][C:6]=2[C:5]2[CH:23]=[CH:24][C:25]([CH2:27][CH2:28][P:29](=[O:36])([O:33][CH2:34][CH3:35])[O:30][CH2:31][CH3:32])=[CH:26][C:4]=2[N:3]=1, predict the reactants needed to synthesize it. The reactants are: [NH2:1][C:2]1[C:11]2[N:10]=[CH:9][C:8]([CH2:12][CH2:13][C:14]3[CH:19]=[CH:18][C:17]([O:20][CH3:21])=[CH:16][C:15]=3[CH3:22])=[CH:7][C:6]=2[C:5]2[CH:23]=[CH:24][C:25](/[CH:27]=[CH:28]/[P:29](=[O:36])([O:33][CH2:34][CH3:35])[O:30][CH2:31][CH3:32])=[CH:26][C:4]=2[N:3]=1.[H][H]. (6) Given the product [CH3:8][O:9][CH2:10][CH2:11][N:12]1[CH:6]([C:2]2[S:1][CH:5]=[CH:4][CH:3]=2)[CH:14]([C:13]([NH:31][C:28]2[CH:29]=[CH:30][N:26]([CH3:25])[N:27]=2)=[O:24])[C:15]2[C:16](=[CH:20][CH:21]=[CH:22][CH:23]=2)[C:17]1=[O:19], predict the reactants needed to synthesize it. The reactants are: [S:1]1[CH:5]=[CH:4][CH:3]=[C:2]1[CH:6]=O.[CH3:8][O:9][CH2:10][CH2:11][NH2:12].[C:13]1(=[O:24])[O:19][C:17](=O)[C:16]2=[CH:20][CH:21]=[CH:22][CH:23]=[C:15]2[CH2:14]1.[CH3:25][N:26]1[CH:30]=[CH:29][C:28]([NH2:31])=[N:27]1. (7) Given the product [CH:36]1([CH2:39][N:28]2[C:13]3=[N:14][CH:15]=[C:16]([O:18][CH2:19][CH2:20][CH2:21][N:22]4[CH2:26][CH2:25][CH2:24][C@H:23]4[CH3:27])[CH:17]=[C:12]3[CH:11]=[C:10]2[C:8]([N:5]2[CH2:6][CH2:7][C:2]([F:33])([F:1])[CH2:3][CH2:4]2)=[O:9])[CH2:38][CH2:37]1, predict the reactants needed to synthesize it. The reactants are: [F:1][C:2]1([F:33])[CH2:7][CH2:6][N:5]([C:8]([C:10]2[N:28](S(C)(=O)=O)[C:13]3=[N:14][CH:15]=[C:16]([O:18][CH2:19][CH2:20][CH2:21][N:22]4[CH2:26][CH2:25][CH2:24][C@H:23]4[CH3:27])[CH:17]=[C:12]3[CH:11]=2)=[O:9])[CH2:4][CH2:3]1.[H-].[Na+].[CH:36]1([CH2:39]Br)[CH2:38][CH2:37]1. (8) Given the product [C:89]1([N:7]([C:1]2[CH:2]=[CH:3][CH:4]=[CH:5][CH:6]=2)[C:8]2[CH:9]=[CH:10][C:11]([C:14]3[CH:15]=[CH:16][C:17]([N:20]([C:83]4[CH:84]=[CH:85][CH:86]=[CH:87][CH:88]=4)[C:21]4[CH:22]=[CH:23][C:24]([CH2:25][C:26]5[C:27](=[C:76]([C:77]#[N:78])[C:79]#[N:80])[CH:28]=[C:29]([CH2:37][C:38]6[CH:43]=[CH:42][C:41]([N:44]([C:51]7[CH:56]=[CH:55][C:54]([C:57]8[CH:62]=[CH:61][C:60]([N:63]([C:64]9[CH:65]=[CH:66][CH:67]=[CH:68][CH:69]=9)[C:70]9[CH:71]=[CH:72][CH:73]=[CH:74][CH:75]=9)=[CH:59][CH:58]=8)=[CH:53][CH:52]=7)[C:45]7[CH:50]=[CH:49][CH:48]=[CH:47][CH:46]=7)=[CH:40][CH:39]=6)[C:30](=[C:32]([C:33]#[N:34])[C:35]#[N:36])[CH:31]=5)=[CH:81][CH:82]=4)=[CH:18][CH:19]=3)=[CH:12][CH:13]=2)[CH:94]=[CH:93][CH:92]=[CH:91][CH:90]=1, predict the reactants needed to synthesize it. The reactants are: [C:1]1([N:7]([C:89]2[CH:94]=[CH:93][CH:92]=[CH:91][CH:90]=2)[C:8]2[CH:13]=[CH:12][C:11]([C:14]3[CH:19]=[CH:18][C:17]([N:20]([C:83]4[CH:88]=[CH:87][CH:86]=[CH:85][CH:84]=4)[C:21]4[CH:82]=[CH:81][C:24]([CH2:25][CH:26]5[CH2:31][C:30](=[C:32]([C:35]#[N:36])[C:33]#[N:34])[CH:29]([CH2:37][C:38]6[CH:43]=[CH:42][C:41]([N:44]([C:51]7[CH:56]=[CH:55][C:54]([C:57]8[CH:62]=[CH:61][C:60]([N:63]([C:70]9[CH:75]=[CH:74][CH:73]=[CH:72][CH:71]=9)[C:64]9[CH:69]=[CH:68][CH:67]=[CH:66][CH:65]=9)=[CH:59][CH:58]=8)=[CH:53][CH:52]=7)[C:45]7[CH:50]=[CH:49][CH:48]=[CH:47][CH:46]=7)=[CH:40][CH:39]=6)[CH2:28][C:27]5=[C:76]([C:79]#[N:80])[C:77]#[N:78])=[CH:23][CH:22]=4)=[CH:16][CH:15]=3)=[CH:10][CH:9]=2)[CH:6]=[CH:5][CH:4]=[CH:3][CH:2]=1. (9) Given the product [C:1]([O:9][CH2:10][C:11]1[CH:16]=[CH:15][C:14]([CH2:17][OH:18])=[CH:13][C:12]=1[CH2:26][O:27][C:28](=[O:35])[C:29]1[CH:30]=[CH:31][CH:32]=[CH:33][CH:34]=1)(=[O:8])[C:2]1[CH:3]=[CH:4][CH:5]=[CH:6][CH:7]=1, predict the reactants needed to synthesize it. The reactants are: [C:1]([O:9][CH2:10][C:11]1[CH:16]=[CH:15][C:14]([CH2:17][O:18][Si](C(C)(C)C)(C)C)=[CH:13][C:12]=1[CH2:26][O:27][C:28](=[O:35])[C:29]1[CH:34]=[CH:33][CH:32]=[CH:31][CH:30]=1)(=[O:8])[C:2]1[CH:7]=[CH:6][CH:5]=[CH:4][CH:3]=1.[F-].C([N+](CCCC)(CCCC)CCCC)CCC.[Cl-].[NH4+]. (10) Given the product [N:33]1[CH:34]=[CH:35][C:30]([C:28]2[CH2:27][C:26](=[O:42])[NH:19][C:9]3[CH:10]=[C:11]([C:15]([F:16])([F:17])[F:18])[C:12]([CH3:14])=[CH:13][C:8]=3[N:7]=2)=[CH:31][C:32]=1[C:36]1[CH:37]=[CH:38][N:39]=[CH:40][CH:41]=1, predict the reactants needed to synthesize it. The reactants are: C(OC(=O)[NH:7][C:8]1[CH:13]=[C:12]([CH3:14])[C:11]([C:15]([F:18])([F:17])[F:16])=[CH:10][C:9]=1[NH2:19])(C)(C)C.C(O[C:26](=[O:42])[CH2:27][C:28]([C:30]1[CH:35]=[CH:34][N:33]=[C:32]([C:36]2[CH:41]=[CH:40][N:39]=[CH:38][CH:37]=2)[CH:31]=1)=O)(C)(C)C.